Dataset: TCR-epitope binding with 47,182 pairs between 192 epitopes and 23,139 TCRs. Task: Binary Classification. Given a T-cell receptor sequence (or CDR3 region) and an epitope sequence, predict whether binding occurs between them. (1) Result: 0 (the TCR does not bind to the epitope). The TCR CDR3 sequence is CASSLLEGARLAGYNEQFF. The epitope is KLMNIQQKL. (2) Result: 1 (the TCR binds to the epitope). The epitope is LLQTGIHVRVSQPSL. The TCR CDR3 sequence is CSAEVRGLTDTQYF. (3) The epitope is AVFDRKSDAK. The TCR CDR3 sequence is CASSLSTANQPQHF. Result: 1 (the TCR binds to the epitope). (4) The epitope is YVLDHLIVV. The TCR CDR3 sequence is CASSESIPSRLADTYEQYF. Result: 0 (the TCR does not bind to the epitope). (5) The epitope is GLCTLVAML. The TCR CDR3 sequence is CSVGGSFYGYTF. Result: 1 (the TCR binds to the epitope). (6) The epitope is VVYRGTTTY. The TCR CDR3 sequence is CASSQKDSGSFYNEQFF. Result: 1 (the TCR binds to the epitope). (7) The epitope is RLQSLQTYV. The TCR CDR3 sequence is CASSSLSGGYTF. Result: 0 (the TCR does not bind to the epitope). (8) The epitope is QECVRGTTVL. The TCR CDR3 sequence is CATQAVNTGELFF. Result: 0 (the TCR does not bind to the epitope).